This data is from Forward reaction prediction with 1.9M reactions from USPTO patents (1976-2016). The task is: Predict the product of the given reaction. (1) Given the reactants [NH2:1][C@@:2]1([C:14]2[CH:19]=[CH:18][CH:17]=[CH:16][C:15]=2[F:20])[CH2:6][O:5][C@H:4]([CH3:7])[C@H:3]1[CH:8]([OH:13])[C:9]([F:12])([F:11])[F:10].[C:21]([N:29]=[C:30]=[S:31])(=[O:28])[C:22]1[CH:27]=[CH:26][CH:25]=[CH:24][CH:23]=1, predict the reaction product. The product is: [C:21]([NH:29][C:30]([NH:1][C@:2]1([C:14]2[CH:19]=[CH:18][CH:17]=[CH:16][C:15]=2[F:20])[C@H:3]([CH:8]([OH:13])[C:9]([F:12])([F:10])[F:11])[C@@H:4]([CH3:7])[O:5][CH2:6]1)=[S:31])(=[O:28])[C:22]1[CH:27]=[CH:26][CH:25]=[CH:24][CH:23]=1. (2) Given the reactants [Cl:1][C:2]1[CH:17]=[CH:16][C:5]2[S:6][C:7]([CH:9]=[CH:10][CH2:11][CH2:12][CH2:13][CH2:14][CH3:15])=[CH:8][C:4]=2[CH:3]=1.[BH4-], predict the reaction product. The product is: [Cl:1][C:2]1[CH:17]=[CH:16][C:5]2[S:6][C:7]([CH2:9][CH2:10][CH2:11][CH2:12][CH2:13][CH2:14][CH3:15])=[CH:8][C:4]=2[CH:3]=1.